This data is from Forward reaction prediction with 1.9M reactions from USPTO patents (1976-2016). The task is: Predict the product of the given reaction. (1) The product is: [Cl:1][C:2]1[CH:3]=[C:4]([O:12][C:13]2[C:35]([F:36])=[CH:34][C:16]([C:17]([NH:19][S:20]([NH:21][CH3:22])(=[O:32])=[O:33])=[O:18])=[C:15]([F:37])[CH:14]=2)[CH:5]=[N:6][C:7]=1[O:8][CH:9]([CH3:10])[CH3:11]. Given the reactants [Cl:1][C:2]1[CH:3]=[C:4]([O:12][C:13]2[C:35]([F:36])=[CH:34][C:16]([C:17]([NH:19][S:20](=[O:33])(=[O:32])[N:21](CC3C=CC(OC)=CC=3)[CH3:22])=[O:18])=[C:15]([F:37])[CH:14]=2)[CH:5]=[N:6][C:7]=1[O:8][CH:9]([CH3:11])[CH3:10].O1CCOCC1, predict the reaction product. (2) Given the reactants [CH2:1]([O:3][C:4](=[O:15])[NH:5][C:6]1[C:7](Br)=[N:8][CH:9]=[CH:10][C:11]=1[O:12][CH3:13])[CH3:2].CCN(CC)CC.[Si:23]([C:27]#[CH:28])([CH3:26])([CH3:25])[CH3:24], predict the reaction product. The product is: [CH2:1]([O:3][C:4](=[O:15])[NH:5][C:6]1[C:7]([C:28]#[C:27][Si:23]([CH3:26])([CH3:25])[CH3:24])=[N:8][CH:9]=[CH:10][C:11]=1[O:12][CH3:13])[CH3:2]. (3) Given the reactants [C:1]([C:4]1[CH:14]=[CH:13][C:7]2[O:8][CH2:9][C:10](=[O:12])[NH:11][C:6]=2[CH:5]=1)(=[O:3])[CH3:2].[CH3:15][CH2:16][O:17]C(C)=O, predict the reaction product. The product is: [OH:17][C:16]([CH3:15])=[CH:2][C:1]([C:4]1[CH:14]=[CH:13][C:7]2[O:8][CH2:9][C:10](=[O:12])[NH:11][C:6]=2[CH:5]=1)=[O:3].